Dataset: Catalyst prediction with 721,799 reactions and 888 catalyst types from USPTO. Task: Predict which catalyst facilitates the given reaction. Reactant: [O:1]1[CH2:5]C[O:3][C:2]1=[C:6]1[C:14]2[C:9](=[CH:10][CH:11]=[CH:12][CH:13]=2)[C:8]([C:15]#[N:16])=[CH:7]1.S(=O)(=O)(O)O. Product: [CH3:5][O:1][C:2]([CH:6]1[C:14]2[C:9](=[CH:10][CH:11]=[CH:12][CH:13]=2)[CH:8]([CH2:15][NH2:16])[CH2:7]1)=[O:3]. The catalyst class is: 43.